Predict the reaction yield, written as a fraction of the theoretical maximum amount of product (1.0 means a 100% yield; for example, 0.34 means a 34% yield). From a dataset of Reaction yield outcomes from USPTO patents with 853,638 reactions. (1) The reactants are C[O:2][C:3](=[O:23])[C:4]1[CH:9]=[CH:8][CH:7]=[C:6]([C:10]2[O:11][C:12]([N:17]3[CH2:22][CH2:21][O:20][CH2:19][CH2:18]3)=[CH:13][C:14](=[O:16])[CH:15]=2)[CH:5]=1.[OH-].[Na+:25]. The catalyst is CO. The product is [Na+:25].[N:17]1([C:12]2[O:11][C:10]([C:6]3[CH:5]=[C:4]([CH:9]=[CH:8][CH:7]=3)[C:3]([O-:23])=[O:2])=[CH:15][C:14](=[O:16])[CH:13]=2)[CH2:22][CH2:21][O:20][CH2:19][CH2:18]1. The yield is 0.833. (2) The reactants are [CH2:1]([Mg]Br)[CH2:2][CH2:3][CH2:4][CH2:5][CH2:6][CH2:7][CH3:8].[CH2:11]([C:19]#N)[CH2:12][CH2:13][CH2:14][CH2:15][CH2:16][CH2:17][CH3:18].C([O:23]CC)C. No catalyst specified. The product is [CH3:8][CH2:7][CH2:6][CH2:5][CH2:4][CH2:3][CH2:2][CH2:1][C:19](=[O:23])[CH2:11][CH2:12][CH2:13][CH2:14][CH2:15][CH2:16][CH2:17][CH3:18]. The yield is 0.710.